Dataset: Catalyst prediction with 721,799 reactions and 888 catalyst types from USPTO. Task: Predict which catalyst facilitates the given reaction. (1) Reactant: [C:1]([O:7][CH2:8][CH:9]([CH2:20]O)[CH2:10][CH2:11][C:12]1[CH:17]=[CH:16][C:15]([CH3:18])=[C:14]([CH3:19])[CH:13]=1)(=[O:6])[C:2]([CH3:5])([CH3:4])[CH3:3].C1(P(C2C=CC=CC=2)C2C=CC=CC=2)C=CC=CC=1.N(C(OCC)=O)=NC(OCC)=O.C1(P([N:67]=[N+:68]=[N-:69])(C2C=CC=CC=2)=O)C=CC=CC=1. Product: [C:1]([O:7][CH2:8][CH:9]([CH2:20][N:67]=[N+:68]=[N-:69])[CH2:10][CH2:11][C:12]1[CH:17]=[CH:16][C:15]([CH3:18])=[C:14]([CH3:19])[CH:13]=1)(=[O:6])[C:2]([CH3:5])([CH3:4])[CH3:3]. The catalyst class is: 1. (2) The catalyst class is: 8. Product: [CH2:10]([C:14]1[CH:15]=[CH:16][C:17]([CH:20]([CH3:23])[C:21]([NH:2][OH:3])=[NH:22])=[CH:18][CH:19]=1)[CH:11]([CH3:13])[CH3:12]. Reactant: Cl.[NH2:2][OH:3].CC(C)([O-])C.[Na+].[CH2:10]([C:14]1[CH:19]=[CH:18][C:17]([CH:20]([CH3:23])[C:21]#[N:22])=[CH:16][CH:15]=1)[CH:11]([CH3:13])[CH3:12]. (3) Reactant: C[Si]([N-][Si](C)(C)C)(C)C.[Na+].[Si:11]([O:18][CH2:19][C:20]1[N:25]=[C:24]([NH:26][CH3:27])[C:23]([CH3:28])=[CH:22][CH:21]=1)([C:14]([CH3:17])([CH3:16])[CH3:15])([CH3:13])[CH3:12].[Cl:29][C:30]1[N:35]=[C:34](Cl)[CH:33]=[CH:32][N:31]=1. Product: [Si:11]([O:18][CH2:19][C:20]1[N:25]=[C:24]([N:26]([CH3:27])[C:34]2[CH:33]=[CH:32][N:31]=[C:30]([Cl:29])[N:35]=2)[C:23]([CH3:28])=[CH:22][CH:21]=1)([C:14]([CH3:17])([CH3:16])[CH3:15])([CH3:12])[CH3:13]. The catalyst class is: 1. (4) Reactant: [CH2:1]([N:8]1[CH2:12][CH2:11][CH2:10][C:9]1=[N:13][C:14]1[CH:21]=[CH:20][CH:19]=[CH:18][C:15]=1[C:16]#[N:17])[C:2]1[CH:7]=[CH:6][CH:5]=[CH:4][CH:3]=1.O1CCCC1. Product: [CH2:1]([N:8]1[C:9]2=[N:13][C:14]3[C:15]([C:16]([NH2:17])=[C:10]2[CH2:11][CH2:12]1)=[CH:18][CH:19]=[CH:20][CH:21]=3)[C:2]1[CH:3]=[CH:4][CH:5]=[CH:6][CH:7]=1. The catalyst class is: 81.